From a dataset of Forward reaction prediction with 1.9M reactions from USPTO patents (1976-2016). Predict the product of the given reaction. (1) Given the reactants [CH3:1][NH:2][C@H:3]([CH2:5]/[CH:6]=[CH:7]/[C:8]1[CH:9]=[N:10][CH:11]=[C:12]([O:14][CH:15]([CH3:17])[CH3:16])[CH:13]=1)[CH3:4].[O:18]=[C:19]([OH:31])[C@@H:20]([C@H:22]([C@H:24]([C@@H:26]([C:28]([OH:30])=[O:29])[OH:27])[OH:25])[OH:23])[OH:21].O, predict the reaction product. The product is: [O:18]=[C:19]([OH:31])[C@@H:20]([C@H:22]([C@H:24]([C@@H:26]([C:28]([OH:30])=[O:29])[OH:27])[OH:25])[OH:23])[OH:21].[CH3:1][NH:2][C@H:3]([CH2:5]/[CH:6]=[CH:7]/[C:8]1[CH:9]=[N:10][CH:11]=[C:12]([O:14][CH:15]([CH3:17])[CH3:16])[CH:13]=1)[CH3:4].[CH3:1][NH:2][C@H:3]([CH2:5]/[CH:6]=[CH:7]/[C:8]1[CH:9]=[N:10][CH:11]=[C:12]([O:14][CH:15]([CH3:17])[CH3:16])[CH:13]=1)[CH3:4]. (2) Given the reactants ClC1SC=CC=1[N+]([O-])=O.C([Sn](CCCC)(CCCC)C1SC=CN=1)CCC.[N+:28]([C:31]1[CH:35]=[CH:34][S:33][C:32]=1[C:36]1[S:37][CH:38]=[CH:39][N:40]=1)([O-:30])=[O:29], predict the reaction product. The product is: [N+:28]([C:31]1[CH:35]=[CH:34][S:33][C:32]=1[C:36]1[S:37][CH:38]=[CH:39][N:40]=1)([O-:30])=[O:29].[S:37]1[CH:38]=[CH:39][N:40]=[C:36]1[C:32]1[S:33][CH:34]=[CH:35][C:31]=1[NH2:28]. (3) Given the reactants [NH2:1][CH:2]([CH2:17][N:18]1[CH2:23][CH2:22][CH:21]([OH:24])[CH2:20][CH2:19]1)[C:3]([N:5]1[CH2:10][CH2:9][CH:8]([N:11]2[CH2:16][CH2:15][CH2:14][CH2:13][CH2:12]2)[CH2:7][CH2:6]1)=[O:4].C(N(C(C)C)CC)(C)C.[C:34]([O:38][C:39](O[C:39]([O:38][C:34]([CH3:37])([CH3:36])[CH3:35])=[O:40])=[O:40])([CH3:37])([CH3:36])[CH3:35], predict the reaction product. The product is: [C:34]([O:38][C:39](=[O:40])[NH:1][CH:2]([CH2:17][N:18]1[CH2:19][CH2:20][CH:21]([OH:24])[CH2:22][CH2:23]1)[C:3]([N:5]1[CH2:10][CH2:9][CH:8]([N:11]2[CH2:16][CH2:15][CH2:14][CH2:13][CH2:12]2)[CH2:7][CH2:6]1)=[O:4])([CH3:37])([CH3:36])[CH3:35]. (4) The product is: [C:1]([C:5]1[CH:15]=[C:9]([C:9]([CH3:15])([CH3:10])[CH3:8])[C:8]2[O:12][C:11](=[O:13])[C:10](=[C:10]3[C:7]4[CH:6]=[C:5]([C:1]([CH3:4])([CH3:2])[CH3:3])[CH:15]=[C:9]([C:1]([CH3:4])([CH3:3])[CH3:2])[C:8]=4[O:12][C:11]3=[O:13])[C:7]=2[CH:6]=1)([CH3:3])([CH3:4])[CH3:2]. Given the reactants [C:1]([C:5]1[CH:6]=[C:7](C(C)(C)C)[C:8]2[O:12][C:11](=[O:13])[CH:10](O)[C:9]=2[CH:15]=1)([CH3:4])([CH3:3])[CH3:2].S(Cl)(Cl)=O.Cl, predict the reaction product. (5) Given the reactants [CH3:1][N:2]1[CH2:7][CH2:6][N:5]([C:8]2[CH:13]=[CH:12][CH:11]=[C:10]([N+:14]([O-])=O)[CH:9]=2)[CH2:4][CH2:3]1.[H][H], predict the reaction product. The product is: [CH3:1][N:2]1[CH2:3][CH2:4][N:5]([C:8]2[CH:9]=[C:10]([NH2:14])[CH:11]=[CH:12][CH:13]=2)[CH2:6][CH2:7]1.